From a dataset of Full USPTO retrosynthesis dataset with 1.9M reactions from patents (1976-2016). Predict the reactants needed to synthesize the given product. (1) The reactants are: [C:1]1([C@@H:7]([NH2:9])[CH3:8])[CH:6]=[CH:5][CH:4]=[CH:3][CH:2]=1.[CH3:10][O:11][C:12](=[O:17])[CH2:13][C:14](=O)[CH3:15].[CH3:18][O:19][C:20](=[O:23])[C:21]#[CH:22]. Given the product [CH3:18][O:19][C:20](=[O:23])[CH:21]=[CH:22][C:13](=[C:14]([NH:9][C@H:7]([C:1]1[CH:6]=[CH:5][CH:4]=[CH:3][CH:2]=1)[CH3:8])[CH3:15])[C:12]([O:11][CH3:10])=[O:17], predict the reactants needed to synthesize it. (2) Given the product [C:16]([C@@H:15]([NH:19][C:33](=[O:35])[CH2:34][C:30](=[CH2:29])[C:31]([OH:36])=[O:32])[CH2:14][S:13][CH2:12]/[CH:11]=[C:10](\[CH3:20])/[CH2:9][CH2:8]/[CH:7]=[C:6](\[CH3:21])/[CH2:5][CH2:4][CH:3]=[C:2]([CH3:22])[CH3:1])([OH:18])=[O:17], predict the reactants needed to synthesize it. The reactants are: [CH3:1][C:2]([CH3:22])=[CH:3][CH2:4][CH2:5]/[C:6](/[CH3:21])=[CH:7]/[CH2:8][CH2:9]/[C:10](/[CH3:20])=[CH:11]/[CH2:12][S:13][CH2:14][C@H:15]([NH2:19])[C:16]([OH:18])=[O:17].C([O-])([O-])=O.[K+].[K+].[CH2:29]=[C:30]1[CH2:34][C:33](=[O:35])[O:32][C:31]1=[O:36].Cl. (3) Given the product [CH3:12][C:4]1[NH:5][C:6]2[CH:7]=[CH:8][CH:9]=[CH:10][C:11]=2[C:2]2[C:3]=1[C:13](=[O:15])[N:24]([C:18]1[CH:23]=[CH:22][CH:21]=[CH:20][CH:19]=1)[N:25]=2, predict the reactants needed to synthesize it. The reactants are: Cl[C:2]1[C:11]2[C:6](=[CH:7][CH:8]=[CH:9][CH:10]=2)[N:5]=[C:4]([CH3:12])[C:3]=1[C:13]([O:15]CC)=O.[C:18]1([NH:24][NH2:25])[CH:23]=[CH:22][CH:21]=[CH:20][CH:19]=1. (4) Given the product [CH3:23][C:21]1[CH:20]([C:19]([O:25][CH2:26][CH3:27])=[O:24])[C:1]2([CH2:6][C:7](=[O:9])[CH:8]=1)[CH2:5][CH2:4][CH2:3][CH2:2]2, predict the reactants needed to synthesize it. The reactants are: [C:1]1(=[CH:6][C:7](=[O:9])[CH3:8])[CH2:5][CH2:4][CH2:3][CH2:2]1.C1(CC(=O)C)CCCC=1.[C:19]([O:25][CH2:26][CH3:27])(=[O:24])[CH2:20][C:21]([CH3:23])=O. (5) Given the product [Br:1][C:2]1[CH:3]=[C:4]([CH:12]=[CH:13][CH:14]=1)[O:5][CH2:6][C@H:7]([OH:11])[CH2:8][N:9]([CH3:10])[C:30](=[O:31])[O:32][C:33]([CH3:34])([CH3:35])[CH3:36], predict the reactants needed to synthesize it. The reactants are: [Br:1][C:2]1[CH:3]=[C:4]([CH:12]=[CH:13][CH:14]=1)[O:5][CH2:6][C@H:7]([OH:11])[CH2:8][NH:9][CH3:10].C(N(CC)CC)C.[CH3:34][C:33]([O:32][C:30](O[C:30]([O:32][C:33]([CH3:36])([CH3:35])[CH3:34])=[O:31])=[O:31])([CH3:36])[CH3:35].